Dataset: Reaction yield outcomes from USPTO patents with 853,638 reactions. Task: Predict the reaction yield, written as a fraction of the theoretical maximum amount of product (1.0 means a 100% yield; for example, 0.34 means a 34% yield). (1) The reactants are C[O:2][C:3]([C:5]1([NH:14][C:15]([C:17]2[C:18]3[CH2:19][CH2:20][C:21]([CH3:31])([CH3:30])[C:22]=3[CH:23]=[C:24]([C:26]([CH3:29])([CH3:28])[CH3:27])[CH:25]=2)=[O:16])[CH2:13][C:12]2[C:7](=[CH:8][CH:9]=[CH:10][CH:11]=2)[CH2:6]1)=[O:4].[OH-].[K+].O. The catalyst is CCO. The product is [C:26]([C:24]1[CH:25]=[C:17]([C:15]([NH:14][C:5]2([C:3]([OH:4])=[O:2])[CH2:6][C:7]3[C:12](=[CH:11][CH:10]=[CH:9][CH:8]=3)[CH2:13]2)=[O:16])[C:18]2[CH2:19][CH2:20][C:21]([CH3:31])([CH3:30])[C:22]=2[CH:23]=1)([CH3:27])([CH3:28])[CH3:29]. The yield is 0.780. (2) The reactants are Br[C:2]1[C:7]([O:8][CH3:9])=[C:6]([Cl:10])[CH:5]=[CH:4][N:3]=1.[CH:11]1([CH:14]=[O:15])[CH2:13][CH2:12]1.O. The catalyst is C1COCC1. The product is [Cl:10][C:6]1[CH:5]=[CH:4][N:3]=[C:2]([CH:14]([CH:11]2[CH2:13][CH2:12]2)[OH:15])[C:7]=1[O:8][CH3:9]. The yield is 0.700. (3) The reactants are CS(Cl)(=O)=O.O[CH2:7][C:8]1[CH:12]=[CH:11][O:10][C:9]=1[C:13]([O:15][CH3:16])=[O:14].C(N(CC)CC)C.[K].[C:25]1(=[O:35])[NH:29][C:28](=[O:30])[C:27]2=[CH:31][CH:32]=[CH:33][CH:34]=[C:26]12. The catalyst is C(OCC)(=O)C.O. The product is [CH3:16][O:15][C:13]([C:9]1[O:10][CH:11]=[CH:12][C:8]=1[CH2:7][N:29]1[C:28](=[O:30])[C:27]2=[CH:31][CH:32]=[CH:33][CH:34]=[C:26]2[C:25]1=[O:35])=[O:14]. The yield is 0.710.